This data is from Reaction yield outcomes from USPTO patents with 853,638 reactions. The task is: Predict the reaction yield, written as a fraction of the theoretical maximum amount of product (1.0 means a 100% yield; for example, 0.34 means a 34% yield). (1) The reactants are [S:1]1[CH:5]=[CH:4][CH:3]=[C:2]1[CH2:6][OH:7].C1(P(C2C=CC=CC=2)C2C=CC=CC=2)C=CC=CC=1.O[N:28]1[C:32](=[O:33])[C:31]2=[CH:34][CH:35]=[CH:36][CH:37]=[C:30]2[C:29]1=[O:38].CCOC(/N=N/C(OCC)=O)=O. The catalyst is C1COCC1. The product is [S:1]1[CH:5]=[CH:4][CH:3]=[C:2]1[CH2:6][O:7][N:28]1[C:29](=[O:38])[C:30]2=[CH:37][CH:36]=[CH:35][CH:34]=[C:31]2[C:32]1=[O:33]. The yield is 0.130. (2) The reactants are C([NH:5][S:6]([C:9]1[S:10][C:11]([C:14]2[N:19]=[C:18]([CH:20]3[CH2:22][CH2:21]3)[CH:17]=[C:16]([NH:23][C:24]3[NH:28][N:27]=[C:26]([CH:29]4[CH2:31][CH2:30]4)[CH:25]=3)[N:15]=2)=[CH:12][CH:13]=1)(=[O:8])=[O:7])(C)(C)C. The catalyst is FC(F)(F)C(O)=O. The product is [CH:20]1([C:18]2[CH:17]=[C:16]([NH:23][C:24]3[NH:28][N:27]=[C:26]([CH:29]4[CH2:31][CH2:30]4)[CH:25]=3)[N:15]=[C:14]([C:11]3[S:10][C:9]([S:6]([NH2:5])(=[O:8])=[O:7])=[CH:13][CH:12]=3)[N:19]=2)[CH2:21][CH2:22]1. The yield is 0.520. (3) The reactants are [CH3:1][O:2][C:3]1[CH:4]=[C:5]2[O:9][C:8]([C:10]3[N:11]=[C:12]4[N:16]([CH:17]=3)[N:15]=[C:14]([O:18][CH3:19])[S:13]4)=[CH:7][C:6]2=[C:20]([OH:22])[CH:21]=1.Br[CH2:24][C:25]1[N:26]=[C:27]([CH:31]2[CH2:36][CH2:35][O:34][CH2:33][CH2:32]2)[S:28][C:29]=1[CH3:30].C(=O)([O-])[O-].[K+].[K+].ClCCl. The catalyst is CN(C=O)C. The product is [CH3:19][O:18][C:14]1[S:13][C:12]2=[N:11][C:10]([C:8]3[O:9][C:5]4[CH:4]=[C:3]([O:2][CH3:1])[CH:21]=[C:20]([O:22][CH2:24][C:25]5[N:26]=[C:27]([CH:31]6[CH2:36][CH2:35][O:34][CH2:33][CH2:32]6)[S:28][C:29]=5[CH3:30])[C:6]=4[CH:7]=3)=[CH:17][N:16]2[N:15]=1. The yield is 0.520. (4) The reactants are [CH2:1]([N:3]1[C:15]2[CH:14]=[CH:13][C:12]([NH2:16])=[CH:11][C:10]=2[C:9]2[C:4]1=[CH:5][CH:6]=[CH:7][CH:8]=2)[CH3:2].C[Al](C)C.[OH:21][C:22]1([CH3:29])[CH2:27][CH2:26][O:25][C:24](=[O:28])[CH2:23]1.Cl. The catalyst is C1(C)C=CC=CC=1. The product is [CH2:1]([N:3]1[C:15]2[CH:14]=[CH:13][C:12]([NH:16][C:24](=[O:28])[CH2:23][C:22]([OH:21])([CH3:29])[CH2:27][CH2:26][OH:25])=[CH:11][C:10]=2[C:9]2[C:4]1=[CH:5][CH:6]=[CH:7][CH:8]=2)[CH3:2]. The yield is 0.740. (5) The reactants are [Br:1][C:2]1[CH:3]=[C:4]([CH3:11])[C:5](SC)=[C:6]([CH3:8])[CH:7]=1.O[O:13][S:14]([O-:16])=O.[K+].[CH3:18]O. No catalyst specified. The product is [Br:1][C:2]1[CH:7]=[C:6]([CH3:8])[C:5]([S:14]([CH3:18])(=[O:16])=[O:13])=[C:4]([CH3:11])[CH:3]=1. The yield is 0.500.